This data is from Full USPTO retrosynthesis dataset with 1.9M reactions from patents (1976-2016). The task is: Predict the reactants needed to synthesize the given product. (1) Given the product [O:16]=[C:15]1[N:14]([C:17]2[CH:22]=[CH:21][C:20]([N:23]3[CH2:28][CH2:27][O:26][CH2:25][C:24]3=[O:29])=[CH:19][CH:18]=2)[CH2:11][C@H:10]([CH2:9][NH:8][CH2:1][C:2]2[CH:3]=[CH:4][CH:5]=[CH:6][CH:7]=2)[O:36]1, predict the reactants needed to synthesize it. The reactants are: [CH2:1]([NH:8][CH2:9][CH2:10][C@H:11]1CO1)[C:2]1[CH:7]=[CH:6][CH:5]=[CH:4][CH:3]=1.[N:14]([C:17]1[CH:22]=[CH:21][C:20]([N:23]2[CH2:28][CH2:27][O:26][CH2:25][C:24]2=[O:29])=[CH:19][CH:18]=1)=[C:15]=[O:16].[Br-].[Li+].CC(=[O:36])CC. (2) Given the product [CH2:1]1[C:9]2[C:4](=[CH:5][CH:6]=[CH:7][CH:8]=2)[CH2:3][CH:2]1[N:11]1[CH2:15][CH2:14][CH2:13][CH2:12]1, predict the reactants needed to synthesize it. The reactants are: [CH2:1]1[C:9]2[C:4](=[CH:5][CH:6]=[CH:7][CH:8]=2)[CH2:3][C:2]1=O.[NH:11]1[CH2:15][CH2:14][CH2:13][CH2:12]1.C([BH3-])#N.[Na+].C(O)(=O)C.